Dataset: NCI-60 drug combinations with 297,098 pairs across 59 cell lines. Task: Regression. Given two drug SMILES strings and cell line genomic features, predict the synergy score measuring deviation from expected non-interaction effect. Drug 1: C#CCC(CC1=CN=C2C(=N1)C(=NC(=N2)N)N)C3=CC=C(C=C3)C(=O)NC(CCC(=O)O)C(=O)O. Drug 2: B(C(CC(C)C)NC(=O)C(CC1=CC=CC=C1)NC(=O)C2=NC=CN=C2)(O)O. Cell line: MDA-MB-435. Synergy scores: CSS=54.6, Synergy_ZIP=2.80, Synergy_Bliss=3.38, Synergy_Loewe=-1.75, Synergy_HSA=-1.57.